This data is from Full USPTO retrosynthesis dataset with 1.9M reactions from patents (1976-2016). The task is: Predict the reactants needed to synthesize the given product. (1) Given the product [CH:1]1([C:7](=[O:18])[CH:8]([C:12]2[CH:17]=[CH:16][CH:15]=[CH:14][CH:13]=2)[CH2:9][CH2:10][N:30]2[CH2:29][CH2:28][N:27]([C:22]3[CH:23]=[CH:24][CH:25]=[CH:26][C:21]=3[O:20][CH3:19])[CH2:32][CH2:31]2)[CH2:6][CH2:5][CH2:4][CH2:3][CH2:2]1, predict the reactants needed to synthesize it. The reactants are: [CH:1]1([C:7](=[O:18])[CH:8]([C:12]2[CH:17]=[CH:16][CH:15]=[CH:14][CH:13]=2)[CH2:9][CH:10]=O)[CH2:6][CH2:5][CH2:4][CH2:3][CH2:2]1.[CH3:19][O:20][C:21]1[CH:26]=[CH:25][CH:24]=[CH:23][C:22]=1[N:27]1[CH2:32][CH2:31][NH:30][CH2:29][CH2:28]1.C(O[BH-](OC(=O)C)OC(=O)C)(=O)C.[Na+].C(O)(=O)C. (2) Given the product [CH2:1]1[O:11][CH:2]1[CH2:3][CH2:4][CH2:5][CH2:6][CH2:7][CH2:8][CH2:9][CH3:10], predict the reactants needed to synthesize it. The reactants are: [CH2:1]=[CH:2][CH2:3][CH2:4][CH2:5][CH2:6][CH2:7][CH2:8][CH2:9][CH3:10].[OH2:11].OO. (3) The reactants are: [Br:1][C:2]1[CH:3]=[C:4]2[C:8](=[C:9]([CH:11]([CH3:13])[CH3:12])[CH:10]=1)[NH:7][CH:6]=[C:5]2[C:14](=O)[C:15](OCC)=[O:16].[Li+].[BH4-]. Given the product [Br:1][C:2]1[CH:3]=[C:4]2[C:8](=[C:9]([CH:11]([CH3:13])[CH3:12])[CH:10]=1)[NH:7][CH:6]=[C:5]2[CH2:14][CH2:15][OH:16], predict the reactants needed to synthesize it. (4) Given the product [CH3:41][C:32]1[N:33]=[C:34]2[S:40][CH:39]=[CH:38][N:35]2[C:36](=[O:37])[C:31]=1[C:5]1[CH:6]=[CH:7][CH:8]=[C:3]([C:2]([F:13])([F:12])[F:1])[CH:4]=1, predict the reactants needed to synthesize it. The reactants are: [F:1][C:2]([F:13])([F:12])[C:3]1[CH:4]=[C:5](B(O)O)[CH:6]=[CH:7][CH:8]=1.C(=O)([O-])[O-].[Na+].[Na+].C(O)C.FC1C=C([C:31]2[C:36](=[O:37])[N:35]3[CH:38]=[CH:39][S:40][C:34]3=[N:33][C:32]=2[CH3:41])C=C(F)C=1. (5) Given the product [CH2:16]([O:15][C:13](=[O:14])[C:10]#[C:9][C:2]([CH3:11])([CH3:1])[CH2:3][O:4][Si:5]([CH3:6])([CH3:8])[CH3:7])[CH3:17], predict the reactants needed to synthesize it. The reactants are: [CH3:1][C:2]([CH3:11])([C:9]#[CH:10])[CH2:3][O:4][Si:5]([CH3:8])([CH3:7])[CH3:6].Cl[C:13]([O:15][CH2:16][CH3:17])=[O:14]. (6) Given the product [Cl:1][C:2]1[C:9]([N:10]2[CH2:15][CH2:14][O:13][CH2:12][CH2:11]2)=[CH:8][C:5]([NH:6][CH3:7])=[C:4]([CH:3]=1)[NH2:16], predict the reactants needed to synthesize it. The reactants are: [Cl:1][C:2]1[C:9]([N:10]2[CH2:15][CH2:14][O:13][CH2:12][CH2:11]2)=[CH:8][C:5]([NH:6][CH3:7])=[C:4]([N+:16]([O-])=O)[CH:3]=1.C1COCC1. (7) Given the product [S:15]1[C:19]2[CH:20]=[CH:21][CH:22]=[CH:23][C:18]=2[N:17]=[C:16]1[NH:24][C:25]1[CH:30]=[CH:29][C:28]([O:31][C:2]2[C:3]([C:8]3([OH:14])[CH2:13][CH2:12][O:11][CH2:10][CH2:9]3)=[N:4][CH:5]=[CH:6][N:7]=2)=[CH:27][CH:26]=1, predict the reactants needed to synthesize it. The reactants are: F[C:2]1[C:3]([C:8]2([OH:14])[CH2:13][CH2:12][O:11][CH2:10][CH2:9]2)=[N:4][CH:5]=[CH:6][N:7]=1.[S:15]1[C:19]2[CH:20]=[CH:21][CH:22]=[CH:23][C:18]=2[N:17]=[C:16]1[NH:24][C:25]1[CH:30]=[CH:29][C:28]([OH:31])=[CH:27][CH:26]=1.C(=O)([O-])[O-].[Cs+].[Cs+]. (8) Given the product [NH:28]1[CH2:29][CH:26]([NH:25][C:21]2[CH:20]=[C:19]([F:37])[C:18]([C@@H:5]3[C:6]4[NH:7][C:8]5[C:13]([C:14]=4[CH2:15][C@@H:16]([CH3:17])[N:4]3[CH2:3][C:2]([F:1])([F:40])[CH2:38][OH:39])=[CH:12][CH:11]=[CH:10][CH:9]=5)=[C:23]([F:24])[CH:22]=2)[CH2:27]1, predict the reactants needed to synthesize it. The reactants are: [F:1][C:2]([F:40])([CH2:38][OH:39])[CH2:3][N:4]1[C@H:16]([CH3:17])[CH2:15][C:14]2[C:13]3[C:8](=[CH:9][CH:10]=[CH:11][CH:12]=3)[NH:7][C:6]=2[C@H:5]1[C:18]1[C:23]([F:24])=[CH:22][C:21]([NH:25][CH:26]2[CH2:29][N:28](C(OC(C)(C)C)=O)[CH2:27]2)=[CH:20][C:19]=1[F:37].S(=O)(=O)(O)O.C([O-])(O)=O.[Na+]. (9) Given the product [F:1][C:2]1([F:36])[O:6][C:5]2[CH:7]=[CH:8][C:9]([C:11]3([C:14]([NH:16][C:17]4[N:18]=[C:19]([C:27]5[CH:28]=[C:29]([CH:33]=[CH:34][CH:35]=5)[C:30]([Cl:39])=[O:31])[C:20]5[C:25]([CH:26]=4)=[CH:24][CH:23]=[CH:22][CH:21]=5)=[O:15])[CH2:13][CH2:12]3)=[CH:10][C:4]=2[O:3]1, predict the reactants needed to synthesize it. The reactants are: [F:1][C:2]1([F:36])[O:6][C:5]2[CH:7]=[CH:8][C:9]([C:11]3([C:14]([NH:16][C:17]4[N:18]=[C:19]([C:27]5[CH:28]=[C:29]([CH:33]=[CH:34][CH:35]=5)[C:30](O)=[O:31])[C:20]5[C:25]([CH:26]=4)=[CH:24][CH:23]=[CH:22][CH:21]=5)=[O:15])[CH2:13][CH2:12]3)=[CH:10][C:4]=2[O:3]1.S(Cl)([Cl:39])=O.CN(C)C=O.